This data is from NCI-60 drug combinations with 297,098 pairs across 59 cell lines. The task is: Regression. Given two drug SMILES strings and cell line genomic features, predict the synergy score measuring deviation from expected non-interaction effect. Cell line: SR. Drug 1: CC1C(C(CC(O1)OC2CC(CC3=C2C(=C4C(=C3O)C(=O)C5=C(C4=O)C(=CC=C5)OC)O)(C(=O)C)O)N)O.Cl. Drug 2: B(C(CC(C)C)NC(=O)C(CC1=CC=CC=C1)NC(=O)C2=NC=CN=C2)(O)O. Synergy scores: CSS=33.6, Synergy_ZIP=-5.50, Synergy_Bliss=-10.0, Synergy_Loewe=-10.6, Synergy_HSA=-6.04.